From a dataset of Full USPTO retrosynthesis dataset with 1.9M reactions from patents (1976-2016). Predict the reactants needed to synthesize the given product. Given the product [N+:12]([C:7]1[CH:8]=[CH:9][CH:10]=[C:11]2[C:6]=1[N:5]=[CH:4][CH:3]=[C:2]2[O:22][C:19]1[CH:20]=[CH:21][C:16]([NH2:15])=[CH:17][CH:18]=1)([O-:14])=[O:13], predict the reactants needed to synthesize it. The reactants are: Cl[C:2]1[C:11]2[C:6](=[C:7]([N+:12]([O-:14])=[O:13])[CH:8]=[CH:9][CH:10]=2)[N:5]=[CH:4][CH:3]=1.[NH2:15][C:16]1[CH:21]=[CH:20][C:19]([OH:22])=[CH:18][CH:17]=1.CC(C)([O-])C.[K+].